This data is from Catalyst prediction with 721,799 reactions and 888 catalyst types from USPTO. The task is: Predict which catalyst facilitates the given reaction. Reactant: [F:1][C:2]1[CH:7]=[CH:6][C:5]([C:8]2[O:9][C:10]3[CH:20]=[CH:19][C:18]([C:21]4[C:22]([CH3:32])=[CH:23][C:24]([O:30][CH3:31])=[C:25]([CH:29]=4)[C:26]([OH:28])=O)=[CH:17][C:11]=3[C:12]=2[C:13](=[O:16])[NH:14][CH3:15])=[CH:4][CH:3]=1.[CH3:33][C:34]1[CH:39]=[CH:38][N:37]=[C:36]([C:40]2([NH2:43])[CH2:42][CH2:41]2)[N:35]=1.C(N(CC)CC)C. Product: [F:1][C:2]1[CH:7]=[CH:6][C:5]([C:8]2[O:9][C:10]3[CH:20]=[CH:19][C:18]([C:21]4[CH:29]=[C:25]([C:26](=[O:28])[NH:43][C:40]5([C:36]6[N:35]=[C:34]([CH3:33])[CH:39]=[CH:38][N:37]=6)[CH2:41][CH2:42]5)[C:24]([O:30][CH3:31])=[CH:23][C:22]=4[CH3:32])=[CH:17][C:11]=3[C:12]=2[C:13]([NH:14][CH3:15])=[O:16])=[CH:4][CH:3]=1. The catalyst class is: 3.